This data is from Full USPTO retrosynthesis dataset with 1.9M reactions from patents (1976-2016). The task is: Predict the reactants needed to synthesize the given product. (1) Given the product [CH3:10][C:11]1([CH2:12][CH2:13][CH2:14][CH2:15][S:16]([O-:19])(=[O:18])=[O:17])[C:3]2[C:4]3[CH:10]=[CH:11][CH:20]=[CH:21][C:5]=3[CH:6]=[CH:7][C:2]=2[N+:8]([C:25]2[CH:24]=[CH:15][CH:14]=[CH:13][CH:12]=2)=[C:20]1[CH3:21], predict the reactants needed to synthesize it. The reactants are: Cl.[C:2]1([NH:8]N)[CH:7]=[CH:6][CH:5]=[CH:4][CH:3]=1.[CH3:10][CH:11]([C:20](=O)[CH3:21])[CH2:12][CH2:13][CH2:14][CH2:15][S:16]([OH:19])(=[O:18])=[O:17].O.[CH2:24](O)[CH3:25]. (2) Given the product [CH2:7]([O:9][C:10]([CH:12]1[CH2:17][CH2:16][C:15](=[CH2:1])[CH2:14][CH2:13]1)=[O:11])[CH3:8], predict the reactants needed to synthesize it. The reactants are: [CH3:1]C([O-])(C)C.[K+].[CH2:7]([O:9][C:10]([CH:12]1[CH2:17][CH2:16][C:15](=O)[CH2:14][CH2:13]1)=[O:11])[CH3:8].[NH4+].[Cl-].